Predict the reactants needed to synthesize the given product. From a dataset of Full USPTO retrosynthesis dataset with 1.9M reactions from patents (1976-2016). Given the product [CH:1]1(/[C:5](/[C:32]2[CH:31]=[CH:30][CH:29]=[C:28]([OH:27])[CH:33]=2)=[CH:6]/[C:7]([O:9][CH3:10])=[O:8])[CH2:4][CH2:3][CH2:2]1, predict the reactants needed to synthesize it. The reactants are: [CH:1]1(/[C:5](/OS(C(F)(F)F)(=O)=O)=[CH:6]/[C:7]([O:9][CH3:10])=[O:8])[CH2:4][CH2:3][CH2:2]1.P([O-])([O-])([O-])=O.[K+].[K+].[K+].[OH:27][C:28]1[CH:29]=[C:30](B(O)O)[CH:31]=[CH:32][CH:33]=1.